From a dataset of Full USPTO retrosynthesis dataset with 1.9M reactions from patents (1976-2016). Predict the reactants needed to synthesize the given product. Given the product [O:14]1[CH:15]=[CH:16][CH:17]=[C:13]1[C:4]1[N:3]=[C:2]([NH:19][CH3:18])[CH:7]=[C:6]([C:8]2[S:9][CH:10]=[CH:11][N:12]=2)[N:5]=1, predict the reactants needed to synthesize it. The reactants are: Cl[C:2]1[CH:7]=[C:6]([C:8]2[S:9][CH:10]=[CH:11][N:12]=2)[N:5]=[C:4]([C:13]2[O:14][CH:15]=[CH:16][CH:17]=2)[N:3]=1.[CH3:18][NH2:19].